Task: Predict the product of the given reaction.. Dataset: Forward reaction prediction with 1.9M reactions from USPTO patents (1976-2016) (1) Given the reactants Cl[C:2]1[C:3]2[C:10](I)=[C:9]([CH2:12][CH3:13])[S:8][C:4]=2[N:5]=[CH:6][N:7]=1.[OH:14][C@H:15]([CH2:21][C:22]1[CH:27]=[CH:26][CH:25]=[CH:24][C:23]=1[O:28][CH3:29])[C:16]([O:18][CH2:19][CH3:20])=[O:17].C(=O)([O-])[O-].[Cs+].[Cs+].[Cl:36][C:37]1[C:52]([CH3:53])=[C:51](B2OC(C)(C)C(C)(C)O2)[CH:50]=[CH:49][C:38]=1[O:39][CH2:40][CH2:41][N:42]1[CH2:47][CH2:46][N:45]([CH3:48])[CH2:44][CH2:43]1, predict the reaction product. The product is: [Cl:36][C:37]1[C:52]([CH3:53])=[C:51]([C:10]2[C:3]3[C:2]([O:14][C@H:15]([CH2:21][C:22]4[CH:27]=[CH:26][CH:25]=[CH:24][C:23]=4[O:28][CH3:29])[C:16]([O:18][CH2:19][CH3:20])=[O:17])=[N:7][CH:6]=[N:5][C:4]=3[S:8][C:9]=2[CH2:12][CH3:13])[CH:50]=[CH:49][C:38]=1[O:39][CH2:40][CH2:41][N:42]1[CH2:47][CH2:46][N:45]([CH3:48])[CH2:44][CH2:43]1. (2) Given the reactants O=[CH:2][C@H:3]([CH2:5][OH:6])[OH:4].[CH3:7][CH:8]([O:10][C:11]1[CH:18]=[CH:17][C:16]([C:19]2[S:20][C:21]([N:24]3[C:32]([CH3:33])=[C:27]4[CH2:28][NH:29][CH2:30][CH2:31][C:26]4=[N:25]3)=[N:22][N:23]=2)=[CH:15][C:12]=1[C:13]#[N:14])[CH3:9].C(O[BH-](OC(=O)C)OC(=O)C)(=O)C.[Na+].C([O-])(O)=O.[Na+], predict the reaction product. The product is: [OH:4][C@@H:3]([CH2:5][OH:6])[CH2:2][N:29]1[CH2:30][CH2:31][C:26]2=[N:25][N:24]([C:21]3[S:20][C:19]([C:16]4[CH:17]=[CH:18][C:11]([O:10][CH:8]([CH3:9])[CH3:7])=[C:12]([CH:15]=4)[C:13]#[N:14])=[N:23][N:22]=3)[C:32]([CH3:33])=[C:27]2[CH2:28]1. (3) Given the reactants [Cl:1][C:2]1[CH:3]=[CH:4][C:5]([NH:8][C:9]([C:11]2[O:19][C:18]3[C:13](=[N:14][C:15]([NH:20]C(=O)OC(C)(C)C)=[CH:16][CH:17]=3)[C:12]=2[NH:28][C:29]([C@H:31]2[CH2:36][CH2:35][C@H:34]([N:37]3[CH2:41][CH2:40][CH2:39][CH2:38]3)[CH2:33][CH2:32]2)=[O:30])=[O:10])=[N:6][CH:7]=1.Cl.O1CCOCC1.CO, predict the reaction product. The product is: [NH2:20][C:15]1[N:14]=[C:13]2[C:12]([NH:28][C:29]([C@H:31]3[CH2:36][CH2:35][C@H:34]([N:37]4[CH2:41][CH2:40][CH2:39][CH2:38]4)[CH2:33][CH2:32]3)=[O:30])=[C:11]([C:9]([NH:8][C:5]3[CH:4]=[CH:3][C:2]([Cl:1])=[CH:7][N:6]=3)=[O:10])[O:19][C:18]2=[CH:17][CH:16]=1. (4) Given the reactants [Cl:1][C:2]1[CH:3]=[C:4]([NH:8][C:9]2[O:10][CH2:11][C:12](=[O:19])[C:13]=2[C:14]([O:16][CH2:17][CH3:18])=[O:15])[CH:5]=[CH:6][CH:7]=1.[NH:20]1[C:28]2[C:23](=[CH:24][CH:25]=[CH:26][N:27]=2)[C:22]([CH:29]=O)=[CH:21]1.N1CCCCC1, predict the reaction product. The product is: [NH:20]1[C:28]2=[N:27][CH:26]=[CH:25][CH:24]=[C:23]2[C:22]([CH:29]=[C:11]2[O:10][C:9]([NH:8][C:4]3[CH:5]=[CH:6][CH:7]=[C:2]([Cl:1])[CH:3]=3)=[C:13]([C:14]([O:16][CH2:17][CH3:18])=[O:15])[C:12]2=[O:19])=[CH:21]1. (5) Given the reactants [Cl:1][C:2]1[C:7]([CH2:8][C:9](OCC)=[O:10])=[C:6]([NH:14]CC2C=CC(OC)=CC=2OC)[N:5]=[C:4]([S:26][CH2:27][C:28]2[CH:33]=[CH:32][CH:31]=[C:30]([F:34])[C:29]=2[F:35])[N:3]=1.C1(C)C=CC(S(O)(=O)=O)=CC=1, predict the reaction product. The product is: [Cl:1][C:2]1[C:7]2[CH2:8][C:9](=[O:10])[NH:14][C:6]=2[N:5]=[C:4]([S:26][CH2:27][C:28]2[CH:33]=[CH:32][CH:31]=[C:30]([F:34])[C:29]=2[F:35])[N:3]=1. (6) Given the reactants [P:1]([O:35]CC1C=CC=CC=1)([O:27]CC1C=CC=CC=1)([O:3][C:4]1[C:9]2[CH2:10][O:11][CH2:12][C:13]3[CH:18]=[C:17]([O:19][CH3:20])[C:16]([O:21][CH3:22])=[C:15]([O:23][CH3:24])[C:14]=3[C:8]=2[CH:7]=[CH:6][C:5]=1[O:25][CH3:26])=[O:2], predict the reaction product. The product is: [P:1]([OH:35])([OH:27])([O:3][C:4]1[C:9]2[CH2:10][O:11][CH2:12][C:13]3[CH:18]=[C:17]([O:19][CH3:20])[C:16]([O:21][CH3:22])=[C:15]([O:23][CH3:24])[C:14]=3[C:8]=2[CH:7]=[CH:6][C:5]=1[O:25][CH3:26])=[O:2]. (7) The product is: [CH3:1][O:2][C:3]([C:5]1[CH:14]=[C:13]([N:27]2[CH2:26][CH2:25][N:24]([C:17]([O:19][C:20]([CH3:23])([CH3:22])[CH3:21])=[O:18])[CH2:29][CH2:28]2)[C:12]2[C:7](=[CH:8][C:9]([Cl:16])=[CH:10][CH:11]=2)[N:6]=1)=[O:4]. Given the reactants [CH3:1][O:2][C:3]([C:5]1[CH:14]=[C:13](Cl)[C:12]2[C:7](=[CH:8][C:9]([Cl:16])=[CH:10][CH:11]=2)[N:6]=1)=[O:4].[C:17]([N:24]1[CH2:29][CH2:28][NH:27][CH2:26][CH2:25]1)([O:19][C:20]([CH3:23])([CH3:22])[CH3:21])=[O:18], predict the reaction product.